From a dataset of Reaction yield outcomes from USPTO patents with 853,638 reactions. Predict the reaction yield, written as a fraction of the theoretical maximum amount of product (1.0 means a 100% yield; for example, 0.34 means a 34% yield). (1) The reactants are S(Cl)([Cl:3])=O.CN(C)C=O.[N:10]1[CH:15]=[CH:14][CH:13]=[CH:12][C:11]=1[C:16]([OH:18])=O.[CH:19]([NH:22][CH:23]([CH3:25])[CH3:24])([CH3:21])[CH3:20]. The catalyst is C1(C)C=CC=CC=1.C(#N)C. The product is [Cl:3][C:13]1[CH:14]=[CH:15][N:10]=[C:11]([C:16]([N:22]([CH:23]([CH3:25])[CH3:24])[CH:19]([CH3:21])[CH3:20])=[O:18])[CH:12]=1. The yield is 0.636. (2) The reactants are Br[C:2]1[C:10]2[C:5](=[CH:6][CH:7]=[C:8]([N+:11]([O-:13])=[O:12])[CH:9]=2)[N:4](C(OC(C)(C)C)=O)[CH:3]=1.CC1(C)C(C)(C)OB([C:29]2[CH2:34][CH2:33][N:32]([C:35]([O:37][C:38]([CH3:41])([CH3:40])[CH3:39])=[O:36])[CH2:31][CH:30]=2)O1.C([O-])([O-])=O.[Na+].[Na+]. The catalyst is C1C=CC([P]([Pd]([P](C2C=CC=CC=2)(C2C=CC=CC=2)C2C=CC=CC=2)([P](C2C=CC=CC=2)(C2C=CC=CC=2)C2C=CC=CC=2)[P](C2C=CC=CC=2)(C2C=CC=CC=2)C2C=CC=CC=2)(C2C=CC=CC=2)C2C=CC=CC=2)=CC=1.O1CCOCC1. The product is [N+:11]([C:8]1[CH:9]=[C:10]2[C:5](=[CH:6][CH:7]=1)[NH:4][CH:3]=[C:2]2[C:29]1[CH2:34][CH2:33][N:32]([C:35]([O:37][C:38]([CH3:41])([CH3:40])[CH3:39])=[O:36])[CH2:31][CH:30]=1)([O-:13])=[O:12]. The yield is 0.540. (3) The reactants are Cl.[CH3:2][N:3]([CH2:5][CH:6]([CH:15]1[CH2:20][CH2:19][CH2:18][CH2:17][CH:16]1[OH:21])[C:7]1[CH:12]=[CH:11][C:10]([O:13][CH3:14])=[CH:9][CH:8]=1)[CH3:4].[OH-].[Na+]. The catalyst is C(Cl)Cl. The product is [CH3:2][N:3]([CH2:5][CH:6]([CH:15]1[CH2:20][CH2:19][CH2:18][CH2:17][CH:16]1[OH:21])[C:7]1[CH:12]=[CH:11][C:10]([O:13][CH3:14])=[CH:9][CH:8]=1)[CH3:4]. The yield is 0.945. (4) The reactants are O=[C:2]1[CH2:11][CH2:10][C:9]2[C:4](=[CH:5][CH:6]=[CH:7][CH:8]=2)[NH:3]1.Cl[C:13]([CH3:21])([CH2:15][CH2:16][C:17](Cl)([CH3:19])[CH3:18])[CH3:14].[Cl-].[Cl-].[Cl-].[Al+3].[H-].[H-].[H-].[H-].[Li+].[Al+3].C(C(C(C([O-])=O)O)O)([O-])=O.[K+].[Na+]. The catalyst is ClCCl.C1COCC1. The product is [CH3:14][C:13]1([CH3:21])[C:7]2[CH:8]=[C:9]3[C:4](=[CH:5][C:6]=2[C:17]([CH3:19])([CH3:18])[CH2:16][CH2:15]1)[NH:3][CH2:2][CH2:11][CH2:10]3. The yield is 0.990.